Dataset: Forward reaction prediction with 1.9M reactions from USPTO patents (1976-2016). Task: Predict the product of the given reaction. Given the reactants [F:1][C:2]1[CH:7]=[CH:6][CH:5]=[C:4]([F:8])[C:3]=1[CH2:9][OH:10].CC(C)([O-])C.[K+].Cl.[NH2:18][C:19]1[C:24](Cl)=[N:23][C:22]([CH3:26])=[CH:21][N:20]=1.C(=O)([O-])O.[Na+], predict the reaction product. The product is: [F:1][C:2]1[CH:7]=[CH:6][CH:5]=[C:4]([F:8])[C:3]=1[CH2:9][O:10][C:24]1[C:19]([NH2:18])=[N:20][CH:21]=[C:22]([CH3:26])[N:23]=1.